Dataset: Forward reaction prediction with 1.9M reactions from USPTO patents (1976-2016). Task: Predict the product of the given reaction. Given the reactants [Cl:1][C:2]1[S:3][C:4]([C@H:9]2[C@H:14]([O:15][CH2:16][C:17]3[CH:22]=[CH:21][CH:20]=[CH:19][CH:18]=3)[C@@H:13]([O:23][CH2:24][C:25]3[CH:30]=[CH:29][CH:28]=[CH:27][CH:26]=3)[C@H:12]([O:31][CH2:32][C:33]3[CH:38]=[CH:37][CH:36]=[CH:35][CH:34]=3)[C@@H:11]([CH2:39][O:40][CH2:41][C:42]3[CH:47]=[CH:46][CH:45]=[CH:44][CH:43]=3)[O:10]2)=[CH:5][C:6]=1[CH2:7]O.P(Br)(Br)[Br:49].N1C=CC=CC=1, predict the reaction product. The product is: [CH2:32]([O:31][C@H:12]1[C@H:13]([O:23][CH2:24][C:25]2[CH:30]=[CH:29][CH:28]=[CH:27][CH:26]=2)[C@@H:14]([O:15][CH2:16][C:17]2[CH:22]=[CH:21][CH:20]=[CH:19][CH:18]=2)[C@H:9]([C:4]2[S:3][C:2]([Cl:1])=[C:6]([CH2:7][Br:49])[CH:5]=2)[O:10][C@@H:11]1[CH2:39][O:40][CH2:41][C:42]1[CH:47]=[CH:46][CH:45]=[CH:44][CH:43]=1)[C:33]1[CH:38]=[CH:37][CH:36]=[CH:35][CH:34]=1.